Dataset: Forward reaction prediction with 1.9M reactions from USPTO patents (1976-2016). Task: Predict the product of the given reaction. Given the reactants [CH3:1][C:2]1[CH:10]=[C:6]([C:7]([OH:9])=O)[C:5]([OH:11])=[CH:4][CH:3]=1.[F:12][C:13]([F:26])([F:25])[C:14]1[CH:20]=[CH:19][C:18]([C:21]([F:24])([F:23])[F:22])=[CH:17][C:15]=1[NH2:16], predict the reaction product. The product is: [F:12][C:13]([F:25])([F:26])[C:14]1[CH:20]=[CH:19][C:18]([C:21]([F:23])([F:24])[F:22])=[CH:17][C:15]=1[NH:16][C:7](=[O:9])[C:6]1[CH:10]=[C:2]([CH3:1])[CH:3]=[CH:4][C:5]=1[OH:11].